This data is from Catalyst prediction with 721,799 reactions and 888 catalyst types from USPTO. The task is: Predict which catalyst facilitates the given reaction. (1) Reactant: [Cl:1][C:2]1[N:7]=[C:6]([NH:8][C:9]2([C:12]([O:14]C)=[O:13])[CH2:11][CH2:10]2)[C:5]([Cl:16])=[CH:4][N:3]=1.O[Li].O.Cl. Product: [Cl:1][C:2]1[N:7]=[C:6]([NH:8][C:9]2([C:12]([OH:14])=[O:13])[CH2:10][CH2:11]2)[C:5]([Cl:16])=[CH:4][N:3]=1. The catalyst class is: 20. (2) Reactant: [Br:1][C:2]1[CH:7]=[CH:6][C:5]([N:8]2[C:16]([C:17]#[N:18])=[C:15]3[C:10]([CH:11]=[C:12]([N+:22]([O-:24])=[O:23])[C:13]([CH:19]4[CH2:21][CH2:20]4)=[CH:14]3)=[N+:9]2[O-])=[CH:4][CH:3]=1.P(Cl)(Cl)Cl.C(O)C. The catalyst class is: 22. Product: [Br:1][C:2]1[CH:7]=[CH:6][C:5]([N:8]2[C:16]([C:17]#[N:18])=[C:15]3[C:10]([CH:11]=[C:12]([N+:22]([O-:24])=[O:23])[C:13]([CH:19]4[CH2:21][CH2:20]4)=[CH:14]3)=[N:9]2)=[CH:4][CH:3]=1. (3) Reactant: C([O:5][C:6](=[O:33])[C:7]([S:10][C:11]1[S:12][CH:13]=[C:14]([CH2:16][CH2:17][N:18]([C:26]2[N:31]=[CH:30][C:29](Br)=[CH:28][N:27]=2)[CH2:19][CH2:20][CH2:21][CH2:22][CH2:23][CH2:24][CH3:25])[N:15]=1)([CH3:9])[CH3:8])(C)(C)C.Cl.[CH3:35][NH:36][CH3:37].C(O)(C)(C)C.[F:43][C:44]([F:49])([F:48])[C:45]([OH:47])=[O:46]. Product: [F:43][C:44]([F:49])([F:48])[C:45]([OH:47])=[O:46].[CH3:35][N:36]([CH3:37])[C:29]1[CH:30]=[N:31][C:26]([N:18]([CH2:19][CH2:20][CH2:21][CH2:22][CH2:23][CH2:24][CH3:25])[CH2:17][CH2:16][C:14]2[N:15]=[C:11]([S:10][C:7]([CH3:9])([CH3:8])[C:6]([OH:5])=[O:33])[S:12][CH:13]=2)=[N:27][CH:28]=1. The catalyst class is: 4. (4) Reactant: C(N(CC)CC)C.[Cl:8][C:9]1[NH:14][C:13](=[O:15])[C:12]([N+:16]([O-:18])=[O:17])=[C:11](O)[C:10]=1[CH3:20].[S:21](O[S:21]([C:24]([F:27])([F:26])[F:25])(=[O:23])=[O:22])([C:24]([F:27])([F:26])[F:25])(=[O:23])=[O:22].[NH2:36][CH2:37][CH2:38][CH2:39][CH2:40][NH:41][C:42](=[O:48])[O:43][C:44]([CH3:47])([CH3:46])[CH3:45]. Product: [F:25][C:24]([F:27])([F:26])[S:21]([O:15][C:13]1[C:12]([N+:16]([O-:18])=[O:17])=[C:11]([NH:36][CH2:37][CH2:38][CH2:39][CH2:40][NH:41][C:42]([O:43][C:44]([CH3:47])([CH3:46])[CH3:45])=[O:48])[C:10]([CH3:20])=[C:9]([Cl:8])[N:14]=1)(=[O:23])=[O:22]. The catalyst class is: 4. (5) Reactant: [Cl:1][C:2]1[CH:3]=[C:4]([CH2:25][C:26]([O:28][CH2:29][CH3:30])=[O:27])[CH:5]=[CH:6][C:7]=1[N:8]1[C:16](=[O:17])[C:15]2[C:14]([OH:18])=[C:13]3[CH:19]=[CH:20][CH:21]=[CH:22][C:12]3=[C:11]([OH:23])[C:10]=2[C:9]1=[O:24].C(=O)([O-])[O-].[Na+].[Na+].FC(F)(F)S(O[CH2:43][CH:44]([F:46])[F:45])(=O)=O.O. Product: [F:45][CH:44]([F:46])[CH2:43][O:23][C:11]1[C:10]2[C:9](=[O:24])[N:8]([C:7]3[CH:6]=[CH:5][C:4]([CH2:25][C:26]([O:28][CH2:29][CH3:30])=[O:27])=[CH:3][C:2]=3[Cl:1])[C:16](=[O:17])[C:15]=2[C:14]([O:18][CH2:43][CH:44]([F:45])[F:46])=[C:13]2[CH:19]=[CH:20][CH:21]=[CH:22][C:12]=12. The catalyst class is: 3. (6) Reactant: I[C:2]1[CH:7]=[CH:6][CH:5]=[CH:4][C:3]=1[N+:8]([O-:10])=[O:9].C1([Mg]Cl)C=CC=CC=1.[CH3:19][C:20]([CH3:24])([CH3:23])[CH:21]=[O:22]. Product: [N+:8]([C:3]1[CH:4]=[CH:5][CH:6]=[CH:7][C:2]=1[CH:21]([OH:22])[C:20]([CH3:24])([CH3:23])[CH3:19])([O-:10])=[O:9]. The catalyst class is: 1. (7) Reactant: [C:1]([O:5][C:6]([NH:8][C:9]1[S:10][CH:11]=[C:12](/[C:14](=[N:31]/[O:32][C:33]2([C:36]([O:38][CH:39]([C:46]3[CH:51]=[CH:50][CH:49]=[CH:48][CH:47]=3)[C:40]3[CH:45]=[CH:44][CH:43]=[CH:42][CH:41]=3)=[O:37])[CH2:35][CH2:34]2)/[C:15]([NH:17][C@@H:18]2[C:21](=[O:22])[NH:20][C@@H:19]2[CH2:23][N:24]2[N:28]=[C:27]([CH:29]=O)[CH:26]=[N:25]2)=[O:16])[N:13]=1)=[O:7])([CH3:4])([CH3:3])[CH3:2].[C:52]([O:56][C:57](=[O:63])[NH:58][CH2:59][CH2:60][CH2:61][NH2:62])([CH3:55])([CH3:54])[CH3:53].[Na]. Product: [C:52]([O:56][C:57]([NH:58][CH2:59][CH2:60][CH2:61][NH:62][CH2:29][C:27]1[CH:26]=[N:25][N:24]([CH2:23][C@@H:19]2[C@H:18]([NH:17][C:15](=[O:16])/[C:14](=[N:31]\[O:32][C:33]3([C:36]([O:38][CH:39]([C:46]4[CH:47]=[CH:48][CH:49]=[CH:50][CH:51]=4)[C:40]4[CH:45]=[CH:44][CH:43]=[CH:42][CH:41]=4)=[O:37])[CH2:34][CH2:35]3)/[C:12]3[N:13]=[C:9]([NH:8][C:6]([O:5][C:1]([CH3:4])([CH3:2])[CH3:3])=[O:7])[S:10][CH:11]=3)[C:21](=[O:22])[NH:20]2)[N:28]=1)=[O:63])([CH3:55])([CH3:53])[CH3:54]. The catalyst class is: 26. (8) The catalyst class is: 206. Reactant: Br[C:2]1[C:11]2[C:6](=[CH:7][C:8](Br)=[CH:9][CH:10]=2)[CH:5]=[CH:4][C:3]=1[O:13][CH2:14][CH3:15].[C:16]1(B(O)O)[CH:21]=[CH:20][CH:19]=[CH:18][CH:17]=1.C(=O)([O-])[O-].[K+].[K+].O. Product: [C:16]1([C:2]2[C:11]3[C:6](=[CH:7][C:8]([C:2]4[CH:11]=[CH:6][CH:5]=[CH:4][CH:3]=4)=[CH:9][CH:10]=3)[CH:5]=[CH:4][C:3]=2[O:13][CH2:14][CH3:15])[CH:21]=[CH:20][CH:19]=[CH:18][CH:17]=1. (9) Reactant: [C:1]([O:4][C@@:5]1([CH2:39][CH3:40])[C:36]2[CH:35]=[C:34]3[N:11]([CH2:12][C:13]4[C:14]3=[N:15][C:16]3[C:17]5[C:18]=4[N:19]([CH2:29][CH2:30][CH:31]([CH3:33])[CH3:32])[C:20](S(C)=O)=[N:21][C:22]=5[CH:23]=[CH:24][CH:25]=3)[C:10](=[O:37])[C:9]=2[CH2:8][O:7][C:6]1=[O:38])(=[O:3])[CH3:2].[CH2:41]([NH2:45])[CH2:42][CH2:43][CH3:44]. The catalyst class is: 12. Product: [C:1]([O:4][C@@:5]1([CH2:39][CH3:40])[C:36]2[CH:35]=[C:34]3[N:11]([CH2:12][C:13]4[C:14]3=[N:15][C:16]3[C:17]5[C:18]=4[N:19]([CH2:29][CH2:30][CH:31]([CH3:33])[CH3:32])[C:20]([NH:45][CH2:41][CH2:42][CH2:43][CH3:44])=[N:21][C:22]=5[CH:23]=[CH:24][CH:25]=3)[C:10](=[O:37])[C:9]=2[CH2:8][O:7][C:6]1=[O:38])(=[O:3])[CH3:2].